Dataset: Catalyst prediction with 721,799 reactions and 888 catalyst types from USPTO. Task: Predict which catalyst facilitates the given reaction. (1) Reactant: [CH3:1][C:2]1([C:21]([OH:23])=O)[CH2:17][C:10]2([N+:18]([O-:20])=[O:19])[C:11]3[C:16]([CH:3]1[C:4]1[C:9]2=[CH:8][CH:7]=[CH:6][CH:5]=1)=[CH:15][CH:14]=[CH:13][CH:12]=3.ON1C2C=CC=CC=2N=N1.C(N(C(C)C)C(C)C)C.CCN=C=NCCCN(C)C.[C:54]1([C:64]2[NH:68][N:67]=[C:66]([NH2:69])[N:65]=2)[C:63]2[C:58](=[CH:59][CH:60]=[CH:61][CH:62]=2)[CH:57]=[CH:56][CH:55]=1. Product: [CH3:1][C:2]1([C:21]([N:67]2[C:66]([NH2:69])=[N:65][C:64]([C:54]3[C:63]4[C:58](=[CH:59][CH:60]=[CH:61][CH:62]=4)[CH:57]=[CH:56][CH:55]=3)=[N:68]2)=[O:23])[CH2:17][C:10]2([N+:18]([O-:20])=[O:19])[C:11]3[C:16]([CH:3]1[C:4]1[C:9]2=[CH:8][CH:7]=[CH:6][CH:5]=1)=[CH:15][CH:14]=[CH:13][CH:12]=3. The catalyst class is: 10. (2) Reactant: [CH:1]12[CH2:7][CH:4]([CH2:5][CH2:6]1)[CH:3]=[CH:2]2.[CH2:8]=[CH:9][C:10]1[CH:15]=[CH:14][CH:13]=[CH:12][CH:11]=1.[C:16]([O:20][CH3:21])(=[O:19])[CH:17]=[CH2:18].N(C(C)(C)C#N)=NC(C)(C)C#N.CC[Al](Cl)CC.CC[Al](Cl)Cl.Cl.CO. Product: [CH:1]12[CH2:7][CH:4]([CH2:5][CH2:6]1)[CH:3]=[CH:2]2.[CH2:8]=[CH:9][C:10]1[CH:15]=[CH:14][CH:13]=[CH:12][CH:11]=1.[C:16]([O:20][CH3:21])(=[O:19])[CH:17]=[CH2:18]. The catalyst class is: 11. (3) Reactant: [OH:1][C:2]1[CH:10]=[CH:9][CH:8]=[C:4]([C:5]([OH:7])=[O:6])[C:3]=1[NH2:11].Cl[C:13]([C:15]1[CH:33]=[CH:32][C:18]([CH2:19][N:20]([CH3:31])[C:21](=[O:30])[O:22][CH2:23][C:24]2[CH:29]=[CH:28][CH:27]=[CH:26][CH:25]=2)=[CH:17][CH:16]=1)=O.N1C=CC=CC=1.Cl.CC1C=CC(S(O)(=O)=O)=CC=1. Product: [CH2:23]([O:22][C:21]([N:20]([CH2:19][C:18]1[CH:17]=[CH:16][C:15]([C:13]2[O:1][C:2]3[C:3](=[C:4]([C:5]([OH:7])=[O:6])[CH:8]=[CH:9][CH:10]=3)[N:11]=2)=[CH:33][CH:32]=1)[CH3:31])=[O:30])[C:24]1[CH:25]=[CH:26][CH:27]=[CH:28][CH:29]=1. The catalyst class is: 727. (4) Reactant: [Br:1][C:2]1[CH:3]=[C:4]([NH:8][CH3:9])[CH:5]=[N:6][CH:7]=1.[F:10][C:11]([F:23])([F:22])[C:12]1[CH:17]=[CH:16][C:15]([S:18](Cl)(=[O:20])=[O:19])=[CH:14][CH:13]=1.N1C=CC=CC=1. Product: [Br:1][C:2]1[CH:3]=[C:4]([N:8]([CH3:9])[S:18]([C:15]2[CH:14]=[CH:13][C:12]([C:11]([F:10])([F:22])[F:23])=[CH:17][CH:16]=2)(=[O:20])=[O:19])[CH:5]=[N:6][CH:7]=1. The catalyst class is: 32.